Predict the product of the given reaction. From a dataset of Forward reaction prediction with 1.9M reactions from USPTO patents (1976-2016). (1) Given the reactants [F:1][C:2]([F:9])([F:8])[C:3]1[CH:7]=[CH:6][NH:5][N:4]=1.[CH2:10]=[O:11].C(N(CC)CC)C, predict the reaction product. The product is: [F:1][C:2]([F:9])([F:8])[C:3]1[CH:7]=[CH:6][N:5]([CH2:10][OH:11])[N:4]=1. (2) Given the reactants [C:1]([C:5]1[CH:15]=[C:14]([CH3:16])[C:8]([CH:9](O)[C:10]([OH:12])=[O:11])=[C:7]([CH3:17])[CH:6]=1)([CH3:4])([CH3:3])[CH3:2].Cl, predict the reaction product. The product is: [C:1]([C:5]1[CH:6]=[C:7]([CH3:17])[C:8]([CH2:9][C:10]([OH:12])=[O:11])=[C:14]([CH3:16])[CH:15]=1)([CH3:4])([CH3:3])[CH3:2].